From a dataset of Full USPTO retrosynthesis dataset with 1.9M reactions from patents (1976-2016). Predict the reactants needed to synthesize the given product. (1) The reactants are: Cl[C:2]1[CH:17]=[C:6]2[C:7]3[C:12]([CH2:13][CH2:14][N:5]2[C:4](=[O:18])[N:3]=1)=[CH:11][C:10]([O:15][CH3:16])=[CH:9][CH:8]=3.[Br:19][C:20]1[CH:25]=[CH:24][CH:23]=[CH:22][C:21]=1[NH:26][NH2:27]. Given the product [Br:19][C:20]1[CH:25]=[CH:24][CH:23]=[CH:22][C:21]=1[NH:26][NH:27][C:2]1[CH:17]=[C:6]2[C:7]3[C:12]([CH2:13][CH2:14][N:5]2[C:4](=[O:18])[N:3]=1)=[CH:11][C:10]([O:15][CH3:16])=[CH:9][CH:8]=3, predict the reactants needed to synthesize it. (2) Given the product [F:48][C:2]1([F:1])[CH2:7][CH2:6][CH:5]([C:8]2[C:17]3[CH:16]([O:18][CH2:19][C:20]4[CH:21]=[CH:22][C:23]([O:26][CH3:27])=[CH:24][CH:25]=4)[CH2:15][C:14]([CH3:28])([CH3:29])[CH2:13][C:12]=3[N:11]=[C:10]([CH:30]3[CH2:35][CH2:34][N:33]([C:50]4[N:55]=[CH:54][C:53]([CH:56]=[O:57])=[CH:52][N:51]=4)[CH2:32][CH2:31]3)[C:9]=2[CH:36]([F:47])[C:37]2[CH:38]=[CH:39][C:40]([C:43]([F:45])([F:46])[F:44])=[CH:41][CH:42]=2)[CH2:4][CH2:3]1, predict the reactants needed to synthesize it. The reactants are: [F:1][C:2]1([F:48])[CH2:7][CH2:6][CH:5]([C:8]2[C:17]3[CH:16]([O:18][CH2:19][C:20]4[CH:25]=[CH:24][C:23]([O:26][CH3:27])=[CH:22][CH:21]=4)[CH2:15][C:14]([CH3:29])([CH3:28])[CH2:13][C:12]=3[N:11]=[C:10]([CH:30]3[CH2:35][CH2:34][NH:33][CH2:32][CH2:31]3)[C:9]=2[CH:36]([F:47])[C:37]2[CH:42]=[CH:41][C:40]([C:43]([F:46])([F:45])[F:44])=[CH:39][CH:38]=2)[CH2:4][CH2:3]1.Cl[C:50]1[N:55]=[CH:54][C:53]([CH:56]=[O:57])=[CH:52][N:51]=1.C1(C2CCCCCCCCCC=2)CCCCCCCCNN=1.C(=O)([O-])O.[Na+]. (3) Given the product [C:11]([C:14]1[C:22]2[C:17](=[CH:18][C:19]([Cl:1])=[CH:20][CH:21]=2)[N:16]([CH2:28][C:29]([OH:31])=[O:30])[CH:15]=1)(=[O:13])[CH3:12], predict the reactants needed to synthesize it. The reactants are: [Cl:1]C1C=C2C(C=CN2)=CC=1.[C:11]([C:14]1[C:22]2[C:17](=[CH:18][CH:19]=[C:20](OC(F)(F)F)[CH:21]=2)[N:16]([CH2:28][C:29]([OH:31])=[O:30])[CH:15]=1)(=[O:13])[CH3:12]. (4) Given the product [FH:2].[C:9]([CH:13]=[C:14]([F:16])[F:15])([F:12])([F:11])[F:10], predict the reactants needed to synthesize it. The reactants are: C(C=C(F)F)(F)(F)[F:2].[C:9]([CH2:13][C:14](F)([F:16])[F:15])([F:12])([F:11])[F:10]. (5) Given the product [Cl:3][C:4]1[CH:37]=[CH:36][CH:35]=[C:34]([Cl:38])[C:5]=1[C:6]([NH:8][C@H:9]([C:30]([OH:32])=[O:31])[CH2:10][C:11]1[CH:16]=[CH:15][C:14]([O:17][CH2:18][CH2:19][C:20]2[CH:29]=[CH:28][C:27]3[CH2:26][CH2:25][CH2:24][NH:23][C:22]=3[N:21]=2)=[CH:13][N:12]=1)=[O:7], predict the reactants needed to synthesize it. The reactants are: [Li+].[OH-].[Cl:3][C:4]1[CH:37]=[CH:36][CH:35]=[C:34]([Cl:38])[C:5]=1[C:6]([NH:8][C@H:9]([C:30]([O:32]C)=[O:31])[CH2:10][C:11]1[CH:16]=[CH:15][C:14]([O:17][CH2:18][CH2:19][C:20]2[CH:29]=[CH:28][C:27]3[CH2:26][CH2:25][CH2:24][NH:23][C:22]=3[N:21]=2)=[CH:13][N:12]=1)=[O:7]. (6) Given the product [Br:16][C:17]1[C:26]2[C:21](=[CH:22][CH:23]=[CH:24][CH:25]=2)[C:20]([F:27])=[C:19]([CH:34]([C:32]2[S:33][C:29]([Cl:28])=[CH:30][CH:31]=2)[OH:35])[CH:18]=1, predict the reactants needed to synthesize it. The reactants are: CC1(C)CCCC(C)(C)N1.C([Li])CCC.[Br:16][C:17]1[C:26]2[C:21](=[CH:22][CH:23]=[CH:24][CH:25]=2)[C:20]([F:27])=[CH:19][CH:18]=1.[Cl:28][C:29]1[S:33][C:32]([CH:34]=[O:35])=[CH:31][CH:30]=1.[Cl-].[NH4+].